From a dataset of Forward reaction prediction with 1.9M reactions from USPTO patents (1976-2016). Predict the product of the given reaction. (1) Given the reactants [Cl:1][C:2]1[CH:10]=[CH:9][C:8]2[NH:7][C:6]3[CH2:11][CH2:12][N:13]([CH3:16])[CH2:14][CH2:15][C:5]=3[C:4]=2[CH:3]=1.N1CCC[C@H]1C(O)=O.[O-]P([O-])([O-])=O.[K+].[K+].[K+].Cl[CH2:34][C:35]([N:37]([CH:39]1[CH2:44][CH2:43][CH2:42][CH2:41][CH2:40]1)[CH3:38])=[O:36], predict the reaction product. The product is: [Cl:1][C:2]1[CH:10]=[CH:9][C:8]2[N:7]([CH2:34][C:35]([N:37]([CH:39]3[CH2:44][CH2:43][CH2:42][CH2:41][CH2:40]3)[CH3:38])=[O:36])[C:6]3[CH2:11][CH2:12][N:13]([CH3:16])[CH2:14][CH2:15][C:5]=3[C:4]=2[CH:3]=1. (2) Given the reactants [Br:1][C:2]1[CH:9]=[CH:8][C:5]([CH:6]=O)=[CH:4][CH:3]=1.C([CH2:13][S:14]([CH2:17][S:18]([CH2:21][C:22](O)=O)(=[O:20])=[O:19])(=[O:16])=[O:15])(O)=O, predict the reaction product. The product is: [Br:1][C:2]1[CH:9]=[CH:8][C:5](/[CH:6]=[CH:13]/[S:14]([CH2:17][S:18](/[CH:21]=[CH:22]/[C:5]2[CH:8]=[CH:9][C:2]([Br:1])=[CH:3][CH:4]=2)(=[O:20])=[O:19])(=[O:16])=[O:15])=[CH:4][CH:3]=1. (3) The product is: [N:1]1[CH:6]=[CH:5][CH:4]=[CH:3][C:2]=1[C:7]1[CH:19]=[CH:18][C:10]2[S:11][C:12]([C:14]([OH:16])=[O:15])=[CH:13][C:9]=2[CH:8]=1. Given the reactants [N:1]1[CH:6]=[CH:5][CH:4]=[CH:3][C:2]=1[C:7]1[CH:19]=[CH:18][C:10]2[S:11][C:12]([C:14]([O:16]C)=[O:15])=[CH:13][C:9]=2[CH:8]=1.O.[OH-].[Li+].O, predict the reaction product. (4) Given the reactants Br[C:2]1[CH:3]=[C:4]([NH:10][C:11]2[CH:15]=[C:14]([CH2:16][O:17][CH3:18])[N:13]([CH3:19])[N:12]=2)[C:5](=[O:9])[N:6]([CH3:8])[CH:7]=1.[CH3:20][C:21]1([CH3:37])[C:25]([CH3:27])([CH3:26])[O:24][B:23]([B:23]2[O:24][C:25]([CH3:27])([CH3:26])[C:21]([CH3:37])([CH3:20])[O:22]2)[O:22]1.CC(C1C=C(C(C)C)C(C2C=CC=CC=2P(C2CCCCC2)C2CCCCC2)=C(C(C)C)C=1)C.C([O-])(=O)C.[K+], predict the reaction product. The product is: [CH3:18][O:17][CH2:16][C:14]1[N:13]([CH3:19])[N:12]=[C:11]([NH:10][C:4]2[C:5](=[O:9])[N:6]([CH3:8])[CH:7]=[C:2]([B:23]3[O:24][C:25]([CH3:27])([CH3:26])[C:21]([CH3:37])([CH3:20])[O:22]3)[CH:3]=2)[CH:15]=1. (5) Given the reactants Br[C:2]1[CH:3]=[C:4]([NH:10][C:11]2[CH:16]=[CH:15][C:14]([C:17]([N:19]3[CH2:24][CH2:23][O:22][CH2:21][CH2:20]3)=[O:18])=[CH:13][N:12]=2)[C:5](=[O:9])[N:6]([CH3:8])[CH:7]=1.CC(C1C=C(C(C)C)C(C2C=CC=CC=2P(C2CCCCC2)C2CCCCC2)=C(C(C)C)C=1)C.CC([O-])=O.[K+].[CH3:64][C:65]1([CH3:81])[C:69]([CH3:71])([CH3:70])[O:68][B:67]([B:67]2[O:68][C:69]([CH3:71])([CH3:70])[C:65]([CH3:81])([CH3:64])[O:66]2)[O:66]1, predict the reaction product. The product is: [CH3:8][N:6]1[CH:7]=[C:2]([B:67]2[O:68][C:69]([CH3:71])([CH3:70])[C:65]([CH3:81])([CH3:64])[O:66]2)[CH:3]=[C:4]([NH:10][C:11]2[CH:16]=[CH:15][C:14]([C:17]([N:19]3[CH2:24][CH2:23][O:22][CH2:21][CH2:20]3)=[O:18])=[CH:13][N:12]=2)[C:5]1=[O:9].